This data is from Reaction yield outcomes from USPTO patents with 853,638 reactions. The task is: Predict the reaction yield, written as a fraction of the theoretical maximum amount of product (1.0 means a 100% yield; for example, 0.34 means a 34% yield). (1) The product is [CH:1]1([CH2:4][O:5][C:6]2[CH:11]=[CH:10][C:9]([S:12]([CH3:15])(=[O:14])=[O:13])=[CH:8][C:7]=2[C:16]2[CH:17]=[C:18]([O:33][C:31]3[CH:30]=[N:29][N:28]([CH:26]([CH3:27])[CH3:25])[CH:32]=3)[C:19](=[O:23])[N:20]([CH3:22])[CH:21]=2)[CH2:3][CH2:2]1. The reactants are [CH:1]1([CH2:4][O:5][C:6]2[CH:11]=[CH:10][C:9]([S:12]([CH3:15])(=[O:14])=[O:13])=[CH:8][C:7]=2[C:16]2[CH:17]=[C:18](I)[C:19](=[O:23])[N:20]([CH3:22])[CH:21]=2)[CH2:3][CH2:2]1.[CH3:25][CH:26]([N:28]1[CH:32]=[C:31]([OH:33])[CH:30]=[N:29]1)[CH3:27].CC(C)(C(=O)CC(=O)C(C)(C)C)C.[O-]P([O-])([O-])=O.[K+].[K+].[K+]. The yield is 0.400. The catalyst is CS(C)=O.[Cu]I. (2) The reactants are [CH:1]([N:4]1[C:8]([C:9]2[CH:14]=[C:13]([CH:15]([CH3:17])[CH3:16])[C:12]([O:18][CH2:19][O:20][CH3:21])=[CH:11][C:10]=2[O:22][CH2:23][O:24][CH3:25])=[N:7][NH:6][C:5]1=[S:26])([CH3:3])[CH3:2].[C:27](=O)([O-])[O-].[K+].[K+].CI. The catalyst is C(O)C. The product is [CH:1]([N:4]1[C:5]([S:26][CH3:27])=[N:6][N:7]=[C:8]1[C:9]1[CH:14]=[C:13]([CH:15]([CH3:17])[CH3:16])[C:12]([O:18][CH2:19][O:20][CH3:21])=[CH:11][C:10]=1[O:22][CH2:23][O:24][CH3:25])([CH3:2])[CH3:3]. The yield is 0.950. (3) The reactants are [Br:1][C:2]1[CH:3]=[C:4]([CH2:11][CH3:12])[C:5]2OC[O:7][C:6]=2[CH:10]=1.C([Li])CCC.C[O:19]C(C1N(C2C=CC=CC=2C(F)(F)F)S(=O)(=O)C2C=CC=CC=2C=1OS(C(F)(F)F)(=O)=O)=O. The catalyst is O1CCCC1.[Br-].[Zn+2].[Br-].C1(P(C2C=CC=CC=2)C2C=CC=CC=2)C=CC=CC=1.C1(P(C2C=CC=CC=2)C2C=CC=CC=2)C=CC=CC=1.C1(P(C2C=CC=CC=2)C2C=CC=CC=2)C=CC=CC=1.C1(P(C2C=CC=CC=2)C2C=CC=CC=2)C=CC=CC=1.[Pd]. The product is [Br:1][C:2]1[CH:10]=[C:6]([OH:7])[CH:5]=[C:4]([CH2:11][CH2:12][OH:19])[CH:3]=1. The yield is 0.530. (4) The reactants are [Cl:1][C:2]1[C:3]([C:17]([OH:20])([CH3:19])[CH3:18])=[N:4][CH:5]=[C:6]([CH2:8][O:9][Si](C(C)(C)C)(C)C)[CH:7]=1.CCCC[N+](CCCC)(CCCC)CCCC.[F-]. The catalyst is C1COCC1. The product is [Cl:1][C:2]1[C:3]([C:17]([OH:20])([CH3:18])[CH3:19])=[N:4][CH:5]=[C:6]([CH2:8][OH:9])[CH:7]=1. The yield is 0.950. (5) The reactants are Br[C:2]1[CH:7]=[C:6]([CH3:8])[C:5]([C:9]([F:12])([F:11])[F:10])=[CH:4][C:3]=1[N+:13]([O-:15])=[O:14].[Cu][C:17]#[N:18].Cl. The catalyst is CN1CCCC1=O. The product is [CH3:8][C:6]1[C:5]([C:9]([F:12])([F:11])[F:10])=[CH:4][C:3]([N+:13]([O-:15])=[O:14])=[C:2]([CH:7]=1)[C:17]#[N:18]. The yield is 0.880.